This data is from Reaction yield outcomes from USPTO patents with 853,638 reactions. The task is: Predict the reaction yield, written as a fraction of the theoretical maximum amount of product (1.0 means a 100% yield; for example, 0.34 means a 34% yield). (1) The reactants are [C@@H:1]1([N:10]2[CH:17]=[CH:16][C:14](=[O:15])[NH:13][C:11]2=[O:12])[O:9][C@H:6]([CH2:7]O)[C@@H:4]([OH:5])[C@H:2]1[OH:3].C1(P(C2C=CC=CC=2)C2C=CC=CC=2)C=CC=CC=1.[N-:37]=[N+:38]=[N-:39].[Li+].C(Br)(Br)(Br)Br. The catalyst is CN(C=O)C.C(Cl)(Cl)Cl.CO.CO. The product is [N:37]([CH2:7][C@H:6]1[O:9][C@@H:1]([N:10]2[CH:17]=[CH:16][C:14](=[O:15])[NH:13][C:11]2=[O:12])[C@H:2]([OH:3])[C@@H:4]1[OH:5])=[N+:38]=[N-:39]. The yield is 0.940. (2) The reactants are [CH2:1]1COC23OCCOC2([C@]2(CC[C@H]4[C@@H](C[C@H](COC)C5[C@]4(C)CCCC5)[C@@H]2C3)C)[O:2]1.[C:31]([C@@H:33]1[CH:50]2[C@:45]([CH3:52])([CH2:46][CH2:47][C:48](=[O:51])[CH2:49]2)[C@@H:44]2[C@H:35]([C@H:36]3[C@@:40]([CH2:42][CH2:43]2)([CH3:41])[C:39](=[O:53])[CH2:38][CH2:37]3)[CH2:34]1)#N. No catalyst specified. The product is [CH3:1][O:2][CH2:31][C@@H:33]1[CH:50]2[C@:45]([CH3:52])([CH2:46][CH2:47][C:48](=[O:51])[CH2:49]2)[C@@H:44]2[C@H:35]([C@H:36]3[C@@:40]([CH2:42][CH2:43]2)([CH3:41])[C:39](=[O:53])[CH2:38][CH2:37]3)[CH2:34]1. The yield is 0.880. (3) The reactants are [C:1]([O:5][C:6]([NH:8][C@@H:9]1[CH2:14][CH2:13][C@@H:12]([S:15][C:16](=[O:23])[C:17]2[CH:22]=[CH:21][CH:20]=[CH:19][CH:18]=2)[C@H:11]([OH:24])[CH2:10]1)=[O:7])([CH3:4])([CH3:3])[CH3:2].CC(OI1(OC(C)=O)(OC(C)=O)OC(=O)C2C1=CC=CC=2)=O.C1(C)C=CC=CC=1.C(OCC)(=O)C. The catalyst is ClCCl. The product is [C:1]([O:5][C:6]([NH:8][CH:9]1[CH2:14][CH2:13][CH:12]([S:15][C:16](=[O:23])[C:17]2[CH:18]=[CH:19][CH:20]=[CH:21][CH:22]=2)[C:11](=[O:24])[CH2:10]1)=[O:7])([CH3:4])([CH3:2])[CH3:3]. The yield is 0.840. (4) The reactants are [N:1]([CH2:4][C@@H:5]1[CH2:10][N:9]([C:11]([O:13][C:14]([CH3:17])([CH3:16])[CH3:15])=[O:12])[C:8]2[CH:18]=[CH:19][CH:20]=[C:21]([C:22]3[CH:27]=[C:26]([Cl:28])[CH:25]=[CH:24][C:23]=3[Cl:29])[C:7]=2[O:6]1)=[N+]=[N-].C1(P(C2C=CC=CC=2)C2C=CC=CC=2)C=CC=CC=1.O. The catalyst is O1CCCC1. The product is [C:14]([O:13][C:11]([N:9]1[C:8]2[CH:18]=[CH:19][CH:20]=[C:21]([C:22]3[CH:27]=[C:26]([Cl:28])[CH:25]=[CH:24][C:23]=3[Cl:29])[C:7]=2[O:6][C@H:5]([CH2:4][NH2:1])[CH2:10]1)=[O:12])([CH3:17])([CH3:16])[CH3:15]. The yield is 0.670.